This data is from NCI-60 drug combinations with 297,098 pairs across 59 cell lines. The task is: Regression. Given two drug SMILES strings and cell line genomic features, predict the synergy score measuring deviation from expected non-interaction effect. (1) Drug 1: CS(=O)(=O)C1=CC(=C(C=C1)C(=O)NC2=CC(=C(C=C2)Cl)C3=CC=CC=N3)Cl. Drug 2: CCCCC(=O)OCC(=O)C1(CC(C2=C(C1)C(=C3C(=C2O)C(=O)C4=C(C3=O)C=CC=C4OC)O)OC5CC(C(C(O5)C)O)NC(=O)C(F)(F)F)O. Cell line: A498. Synergy scores: CSS=7.51, Synergy_ZIP=-1.86, Synergy_Bliss=3.78, Synergy_Loewe=4.08, Synergy_HSA=4.14. (2) Drug 1: CC1=C(C(=CC=C1)Cl)NC(=O)C2=CN=C(S2)NC3=CC(=NC(=N3)C)N4CCN(CC4)CCO. Drug 2: CC(C)(C#N)C1=CC(=CC(=C1)CN2C=NC=N2)C(C)(C)C#N. Cell line: 786-0. Synergy scores: CSS=0.387, Synergy_ZIP=5.04, Synergy_Bliss=0.850, Synergy_Loewe=-1.79, Synergy_HSA=-0.347. (3) Drug 1: CC1C(C(=O)NC(C(=O)N2CCCC2C(=O)N(CC(=O)N(C(C(=O)O1)C(C)C)C)C)C(C)C)NC(=O)C3=C4C(=C(C=C3)C)OC5=C(C(=O)C(=C(C5=N4)C(=O)NC6C(OC(=O)C(N(C(=O)CN(C(=O)C7CCCN7C(=O)C(NC6=O)C(C)C)C)C)C(C)C)C)N)C. Drug 2: COC1=C2C(=CC3=C1OC=C3)C=CC(=O)O2. Cell line: OVCAR-8. Synergy scores: CSS=26.2, Synergy_ZIP=-11.6, Synergy_Bliss=-9.02, Synergy_Loewe=-44.0, Synergy_HSA=-8.81.